This data is from NCI-60 drug combinations with 297,098 pairs across 59 cell lines. The task is: Regression. Given two drug SMILES strings and cell line genomic features, predict the synergy score measuring deviation from expected non-interaction effect. (1) Drug 1: CC1C(C(CC(O1)OC2CC(CC3=C2C(=C4C(=C3O)C(=O)C5=C(C4=O)C(=CC=C5)OC)O)(C(=O)C)O)N)O.Cl. Drug 2: CC1C(C(CC(O1)OC2CC(CC3=C2C(=C4C(=C3O)C(=O)C5=C(C4=O)C(=CC=C5)OC)O)(C(=O)CO)O)N)O.Cl. Cell line: BT-549. Synergy scores: CSS=41.5, Synergy_ZIP=-3.76, Synergy_Bliss=-2.15, Synergy_Loewe=-4.66, Synergy_HSA=-1.94. (2) Drug 1: C1=CC(=CC=C1CCC2=CNC3=C2C(=O)NC(=N3)N)C(=O)NC(CCC(=O)O)C(=O)O. Drug 2: C1=CC(=CC=C1CCCC(=O)O)N(CCCl)CCCl. Cell line: SF-295. Synergy scores: CSS=50.6, Synergy_ZIP=-3.81, Synergy_Bliss=-4.05, Synergy_Loewe=-1.26, Synergy_HSA=0.346. (3) Drug 1: CNC(=O)C1=CC=CC=C1SC2=CC3=C(C=C2)C(=NN3)C=CC4=CC=CC=N4. Drug 2: CN1C2=C(C=C(C=C2)N(CCCl)CCCl)N=C1CCCC(=O)O.Cl. Cell line: SR. Synergy scores: CSS=77.1, Synergy_ZIP=9.78, Synergy_Bliss=8.14, Synergy_Loewe=-18.7, Synergy_HSA=10.6.